This data is from Full USPTO retrosynthesis dataset with 1.9M reactions from patents (1976-2016). The task is: Predict the reactants needed to synthesize the given product. (1) Given the product [Si:18]([O:7][CH:4]1[CH2:5][CH2:6][CH:1]([OH:8])[CH2:2][CH2:3]1)([C:14]([CH3:17])([CH3:16])[CH3:15])([C:25]1[CH:26]=[CH:27][CH:28]=[CH:29][CH:30]=1)[C:19]1[CH:24]=[CH:23][CH:22]=[CH:21][CH:20]=1, predict the reactants needed to synthesize it. The reactants are: [CH:1]1([OH:8])[CH2:6][CH2:5][CH:4]([OH:7])[CH2:3][CH2:2]1.N1C=CN=C1.[C:14]([Si:18](Cl)([C:25]1[CH:30]=[CH:29][CH:28]=[CH:27][CH:26]=1)[C:19]1[CH:24]=[CH:23][CH:22]=[CH:21][CH:20]=1)([CH3:17])([CH3:16])[CH3:15]. (2) Given the product [OH:14][CH2:13][CH2:12][N:11]1[CH2:10][CH2:9][O:8][C:1](=[O:7])[C:2]1=[O:4], predict the reactants needed to synthesize it. The reactants are: [C:1]([O:8][CH2:9][CH3:10])(=[O:7])[C:2]([O:4]CC)=O.[NH:11](CCO)[CH2:12][CH2:13][OH:14]. (3) Given the product [CH2:1]([O:8][C:9]1[CH:10]=[C:11]([C:16]2[N:21]=[C:20]([C:22]([O:24][CH2:25][CH3:41])=[O:23])[CH:19]=[CH:18][C:17]=2[N:26]2[C:30]([CH3:31])=[CH:29][C:28]([CH3:35])=[N:27]2)[CH:12]=[CH:13][C:14]=1[Cl:15])[C:2]1[CH:3]=[CH:4][CH:5]=[CH:6][CH:7]=1, predict the reactants needed to synthesize it. The reactants are: [CH2:1]([O:8][C:9]1[CH:10]=[C:11]([C:16]2[N:21]=[C:20]([C:22]([O:24][CH3:25])=[O:23])[CH:19]=[CH:18][C:17]=2[NH:26][N:27]=[C:28]([C:35]2C=CC=CC=2)[C:29]2C=CC=[CH:31][CH:30]=2)[CH:12]=[CH:13][C:14]=1[Cl:15])[C:2]1[CH:7]=[CH:6][CH:5]=[CH:4][CH:3]=1.[CH3:41]C(=O)CC(=O)C.C1(C)C=CC(S(O)(=O)=O)=CC=1. (4) Given the product [ClH:33].[Br:1][C:2]1[CH:7]=[CH:6][C:5]([N:8]2[C:9]([CH2:14][C@@H:15]3[CH2:19][CH2:18][NH:17][CH2:16]3)=[N:10][NH:11][C:12]2=[O:13])=[CH:4][CH:3]=1, predict the reactants needed to synthesize it. The reactants are: [Br:1][C:2]1[CH:7]=[CH:6][C:5]([N:8]2[C:12](=[O:13])[NH:11][N:10]=[C:9]2[CH2:14][C@@H:15]2[CH2:19][CH2:18][N:17](C(OC(C)(C)C)=O)[CH2:16]2)=[CH:4][CH:3]=1.O1CCOCC1.[ClH:33]. (5) Given the product [CH:25]1([CH2:24][C:21]2[N:18]3[CH:19]=[CH:20][C:15]([O:13][CH2:12][C@H:10]4[CH2:11][C@@H:9]4[C:6]4[CH:7]=[CH:8][C:3]([O:2][CH3:1])=[CH:4][CH:5]=4)=[C:16]([C:28]([F:29])([F:30])[F:31])[C:17]3=[N:23][N:22]=2)[CH2:27][CH2:26]1, predict the reactants needed to synthesize it. The reactants are: [CH3:1][O:2][C:3]1[CH:8]=[CH:7][C:6]([C@H:9]2[CH2:11][C@@H:10]2[CH2:12][OH:13])=[CH:5][CH:4]=1.Cl[C:15]1[CH:20]=[CH:19][N:18]2[C:21]([CH2:24][CH:25]3[CH2:27][CH2:26]3)=[N:22][N:23]=[C:17]2[C:16]=1[C:28]([F:31])([F:30])[F:29]. (6) Given the product [Cl:37][C:38]1[CH:46]=[CH:45][CH:44]=[CH:43][C:39]=1[C:40]([N:23]1[CH2:24][CH2:25][C:26]2[S:27][C:19]([C:17]([N:14]3[CH2:15][CH2:16][C:11]4([CH2:28][CH2:29][N:8]([C:5]5[CH:6]=[CH:7][N:2]=[CH:3][CH:4]=5)[CH2:9][CH2:10]4)[CH2:12][CH2:13]3)=[O:18])=[CH:20][C:21]=2[CH2:22]1)=[O:41], predict the reactants needed to synthesize it. The reactants are: Cl.[N:2]1[CH:7]=[CH:6][C:5]([N:8]2[CH2:29][CH2:28][C:11]3([CH2:16][CH2:15][N:14]([C:17]([C:19]4[S:27][C:26]5[CH2:25][CH2:24][NH:23][CH2:22][C:21]=5[CH:20]=4)=[O:18])[CH2:13][CH2:12]3)[CH2:10][CH2:9]2)=[CH:4][CH:3]=1.C(N(CC)CC)C.[Cl:37][C:38]1[CH:46]=[CH:45][CH:44]=[CH:43][C:39]=1[C:40](Cl)=[O:41]. (7) Given the product [CH3:30][N:29]([CH2:28][C:25]1[CH:26]=[CH:27][C:22]([C:20]2[O:10][C:11](=[O:12])[C:13]3([CH2:14][CH2:15][CH2:16][CH2:17][CH2:18]3)[N:19]=2)=[CH:23][CH:24]=1)[CH3:31], predict the reactants needed to synthesize it. The reactants are: [OH-].[Na+].C1(C[O:10][C:11]([C:13]2([NH:19][C:20]([C:22]3[CH:27]=[CH:26][C:25]([CH2:28][N:29]([CH3:31])[CH3:30])=[CH:24][CH:23]=3)=O)[CH2:18][CH2:17][CH2:16][CH2:15][CH2:14]2)=[O:12])C=CC=CC=1.Cl.C(N(CC)CC)C.Cl.C(N=C=NCCCN(C)C)C. (8) The reactants are: F[C:2]1[CH:3]=[C:4]([C:10]2[CH2:11][CH2:12][NH:13][CH2:14][CH:15]=2)[CH:5]=[CH:6][C:7]=1[O:8][CH3:9].[H][H].[CH3:18]O. Given the product [CH3:9][O:8][C:7]1[CH:6]=[CH:5][C:4]([CH:10]2[CH2:11][CH2:12][NH:13][CH2:14][CH2:15]2)=[C:3]([CH3:18])[CH:2]=1, predict the reactants needed to synthesize it. (9) Given the product [F:19][C:20]1[CH:26]=[CH:25][C:23]([NH:24][CH:6]2[CH2:11][CH2:10][N:9]([C:12]([O:14][C:15]([CH3:18])([CH3:17])[CH3:16])=[O:13])[CH2:8][CH2:7]2)=[CH:22][CH:21]=1, predict the reactants needed to synthesize it. The reactants are: C([BH3-])#N.[Na+].O=[C:6]1[CH2:11][CH2:10][N:9]([C:12]([O:14][C:15]([CH3:18])([CH3:17])[CH3:16])=[O:13])[CH2:8][CH2:7]1.[F:19][C:20]1[CH:26]=[CH:25][C:23]([NH2:24])=[CH:22][CH:21]=1.C(O)(=O)C.C(=O)([O-])O.[Na+]. (10) Given the product [C:9]([O:20][CH2:11][CH2:12][CH2:13][C:14]1[CH:19]=[CH:18][CH:17]=[CH:16][CH:15]=1)(=[O:10])[CH2:8][CH2:7][C:1]1[CH:6]=[CH:5][CH:4]=[CH:3][CH:2]=1, predict the reactants needed to synthesize it. The reactants are: [C:1]1([CH2:7][CH2:8][CH2:9][OH:10])[CH:6]=[CH:5][CH:4]=[CH:3][CH:2]=1.[C:11](O)(=[O:20])[CH2:12][CH2:13][C:14]1[CH:19]=[CH:18][CH:17]=[CH:16][CH:15]=1.[OH-].[K+].